Dataset: Peptide-MHC class I binding affinity with 185,985 pairs from IEDB/IMGT. Task: Regression. Given a peptide amino acid sequence and an MHC pseudo amino acid sequence, predict their binding affinity value. This is MHC class I binding data. (1) The peptide sequence is KINNNRIVAM. The MHC is HLA-A02:01 with pseudo-sequence HLA-A02:01. The binding affinity (normalized) is 0.0690. (2) The peptide sequence is YTAKYPNLND. The MHC is H-2-Kb with pseudo-sequence H-2-Kb. The binding affinity (normalized) is 0.302. (3) The peptide sequence is TLTCYIKAR. The MHC is Patr-A0101 with pseudo-sequence Patr-A0101. The binding affinity (normalized) is 0.414. (4) The peptide sequence is AALDGTFQRK. The MHC is HLA-A33:01 with pseudo-sequence HLA-A33:01. The binding affinity (normalized) is 0. (5) The binding affinity (normalized) is 0. The peptide sequence is IRQAGVQYSRADEEQ. The MHC is HLA-B53:01 with pseudo-sequence HLA-B53:01.